This data is from Forward reaction prediction with 1.9M reactions from USPTO patents (1976-2016). The task is: Predict the product of the given reaction. (1) Given the reactants [NH2:1][C@H:2]([C:5]1[CH:10]=[C:9]([F:11])[CH:8]=[C:7]([F:12])[CH:6]=1)[CH2:3][OH:4].C(N(CC)CC)C.[Cl:20][CH:21]([CH2:25][CH3:26])[C:22](Cl)=[O:23], predict the reaction product. The product is: [Cl:20][CH:21]([CH2:25][CH3:26])[C:22]([NH:1][C@H:2]([C:5]1[CH:6]=[C:7]([F:12])[CH:8]=[C:9]([F:11])[CH:10]=1)[CH2:3][OH:4])=[O:23]. (2) Given the reactants Br[C:2]1[S:3][C:4]([C:7]2[CH:8]=[C:9]([NH:13][C:14]3[N:19]=[C:18]([C:20]([F:23])([F:22])[F:21])[CH:17]=[CH:16][N:15]=3)[CH:10]=[CH:11][CH:12]=2)=[CH:5][N:6]=1.C([O-])([O-])=O.[K+].[K+].[O:30]1[CH2:34][CH2:33][NH:32][C:31]1=[O:35].CN(C)CCN, predict the reaction product. The product is: [F:21][C:20]([F:23])([F:22])[C:18]1[CH:17]=[CH:16][N:15]=[C:14]([NH:13][C:9]2[CH:8]=[C:7]([C:4]3[S:3][C:2]([N:32]4[CH2:33][CH2:34][O:30][C:31]4=[O:35])=[N:6][CH:5]=3)[CH:12]=[CH:11][CH:10]=2)[N:19]=1. (3) Given the reactants [H-].[Na+].[C:3]([CH2:5]P(=O)(OCC)OCC)#[N:4].[CH2:14]([N:18]([CH2:38][CH2:39][CH2:40][CH3:41])[C:19]1[CH:24]=[CH:23][C:22]([CH:25]=[CH:26][C:27]2[CH2:32][C:31]([CH3:34])([CH3:33])[CH2:30][C:29](=O)[CH:28]=2)=[C:21]([O:36][CH3:37])[CH:20]=1)[CH2:15][CH2:16][CH3:17].O, predict the reaction product. The product is: [CH2:38]([N:18]([CH2:14][CH2:15][CH2:16][CH3:17])[C:19]1[CH:24]=[CH:23][C:22]([CH:25]=[CH:26][C:27]2[CH2:32][C:31]([CH3:34])([CH3:33])[CH2:30][C:29](=[CH:5][C:3]#[N:4])[CH:28]=2)=[C:21]([O:36][CH3:37])[CH:20]=1)[CH2:39][CH2:40][CH3:41]. (4) Given the reactants P(Br)(Br)[Br:2].[Br:5][C:6]1[CH:11]=[C:10]([F:12])[C:9]([O:13][CH3:14])=[CH:8][C:7]=1[CH2:15]O, predict the reaction product. The product is: [Br:5][C:6]1[CH:11]=[C:10]([F:12])[C:9]([O:13][CH3:14])=[CH:8][C:7]=1[CH2:15][Br:2]. (5) Given the reactants Cl[CH2:2][CH2:3][NH:4][C:5]([C:7]1[C:15]2[CH:14]=[CH:13][C:12]([C:22]3[CH:27]=[CH:26][CH:25]=[CH:24][CH:23]=3)([C:16]3[CH:21]=[CH:20][CH:19]=[CH:18][CH:17]=3)[CH2:11][C:10]=2[N:9]([CH2:28][O:29][CH2:30][CH2:31][Si:32]([CH3:35])([CH3:34])[CH3:33])[N:8]=1)=[O:6].[H-].[Na+].O.Cl, predict the reaction product. The product is: [N:4]1([C:5]([C:7]2[C:15]3[CH:14]=[CH:13][C:12]([C:22]4[CH:27]=[CH:26][CH:25]=[CH:24][CH:23]=4)([C:16]4[CH:21]=[CH:20][CH:19]=[CH:18][CH:17]=4)[CH2:11][C:10]=3[N:9]([CH2:28][O:29][CH2:30][CH2:31][Si:32]([CH3:35])([CH3:34])[CH3:33])[N:8]=2)=[O:6])[CH2:2][CH2:3]1.